Dataset: hERG Central: cardiac toxicity at 1µM, 10µM, and general inhibition. Task: Predict hERG channel inhibition at various concentrations. (1) The drug is O=C(Nc1ccccc1C(=O)Nc1ccccn1)c1cccc([N+](=O)[O-])c1. Results: hERG_inhib (hERG inhibition (general)): blocker. (2) The compound is COc1ccc(-c2nn(CCC#N)cc2C(=O)Nc2cccc([N+](=O)[O-])c2)cc1OC. Results: hERG_inhib (hERG inhibition (general)): blocker. (3) The molecule is CS(=O)(=O)Nc1cccc(C(=O)OCCCOc2ccc(F)cc2)c1. Results: hERG_inhib (hERG inhibition (general)): blocker. (4) The drug is Oc1cccc2ccc(Nc3ccccn3)nc12. Results: hERG_inhib (hERG inhibition (general)): blocker. (5) The compound is Cc1ccccc1NC(=O)CSc1nnc(-c2ccoc2C)n1CCc1ccccc1. Results: hERG_inhib (hERG inhibition (general)): blocker.